Dataset: Reaction yield outcomes from USPTO patents with 853,638 reactions. Task: Predict the reaction yield, written as a fraction of the theoretical maximum amount of product (1.0 means a 100% yield; for example, 0.34 means a 34% yield). (1) The reactants are [Br:1][C:2]1[CH:3]=[C:4]([C:21]([O:23]C)=O)[C:5]2[NH:6][C:7]3[CH:8]=[C:9]([N:15]4[CH2:20][CH2:19][O:18][CH2:17][CH2:16]4)[CH:10]=[CH:11][C:12]=3[C:13]=2[N:14]=1.[NH3:25]. The catalyst is CO. The product is [Br:1][C:2]1[CH:3]=[C:4]([C:21]([NH2:25])=[O:23])[C:5]2[NH:6][C:7]3[CH:8]=[C:9]([N:15]4[CH2:16][CH2:17][O:18][CH2:19][CH2:20]4)[CH:10]=[CH:11][C:12]=3[C:13]=2[N:14]=1. The yield is 0.820. (2) The reactants are [Br:1][C:2]1[CH:7]=[C:6]([F:8])[C:5]([N+:9]([O-])=O)=[C:4]([Br:12])[C:3]=1[O:13][CH3:14].Cl.Cl[Sn]Cl.O. The catalyst is C(O)C. The product is [Br:12][C:4]1[C:3]([O:13][CH3:14])=[C:2]([Br:1])[CH:7]=[C:6]([F:8])[C:5]=1[NH2:9]. The yield is 1.00. (3) The reactants are [H-].[Al+3].[Li+].[H-].[H-].[H-].[CH2:7]([C:9]1[CH:18]=[C:17]([CH2:19][CH3:20])[CH:16]=[CH:15][C:10]=1[C:11](OC)=[O:12])[CH3:8]. The catalyst is C1COCC1. The product is [CH2:7]([C:9]1[CH:18]=[C:17]([CH2:19][CH3:20])[CH:16]=[CH:15][C:10]=1[CH2:11][OH:12])[CH3:8]. The yield is 1.00. (4) The reactants are [F:1][C:2]1[C:3]([NH:12][C:13]2[CH:18]=[CH:17][C:16]([I:19])=[CH:15][C:14]=2[F:20])=[C:4]([CH:8]=[CH:9][C:10]=1[F:11])[C:5]([OH:7])=O.[NH2:21][C:22]1[N:27]=[C:26]([C:28]2([OH:32])[CH2:31][NH:30][CH2:29]2)[CH:25]=[CH:24][N:23]=1.F[P-](F)(F)(F)(F)F.N1(O[P+](N2CCCC2)(N2CCCC2)N2CCCC2)C2C=CC=CC=2N=N1.C(N(CC)C(C)C)(C)C. The catalyst is CN(C)C=O. The product is [NH2:21][C:22]1[N:27]=[C:26]([C:28]2([OH:32])[CH2:31][N:30]([C:5]([C:4]3[CH:8]=[CH:9][C:10]([F:11])=[C:2]([F:1])[C:3]=3[NH:12][C:13]3[CH:18]=[CH:17][C:16]([I:19])=[CH:15][C:14]=3[F:20])=[O:7])[CH2:29]2)[CH:25]=[CH:24][N:23]=1. The yield is 0.0700. (5) The reactants are [NH2:1][C:2]1[CH:3]=[N:4][N:5]([CH3:22])[C:6]=1[N:7]1[CH2:13][CH2:12][CH:11]([F:14])[CH:10]([NH:15]C(=O)C(F)(F)F)[CH2:9][CH2:8]1.C(OC([NH:30][C:31]1[S:35][C:34]([C:36]2[C:41]([F:42])=[CH:40][CH:39]=[CH:38][N:37]=2)=[N:33][C:32]=1[C:43](O)=[O:44])=O)(C)(C)C. No catalyst specified. The product is [NH2:30][C:31]1[S:35][C:34]([C:36]2[C:41]([F:42])=[CH:40][CH:39]=[CH:38][N:37]=2)=[N:33][C:32]=1[C:43]([NH:1][C:2]1[CH:3]=[N:4][N:5]([CH3:22])[C:6]=1[N:7]1[CH2:13][CH2:12][C@H:11]([F:14])[C@@H:10]([NH2:15])[CH2:9][CH2:8]1)=[O:44]. The yield is 0.720. (6) The reactants are [O:1]=[C:2]1[C:10]2([C:14]3=[CH:15][C:16]4[O:20][CH2:19][O:18][C:17]=4[CH:21]=[C:13]3[O:12][CH2:11]2)[C:9]2[C:4](=[CH:5][CH:6]=[CH:7][CH:8]=2)[N:3]1[CH2:22][CH2:23][CH:24]1[CH2:29][CH2:28][CH2:27][N:26](C(OC(C)(C)C)=O)[CH2:25]1.FC(F)(F)C(O)=O. The catalyst is ClCCl. The product is [O:1]=[C:2]1[C:10]2([C:14]3=[CH:15][C:16]4[O:20][CH2:19][O:18][C:17]=4[CH:21]=[C:13]3[O:12][CH2:11]2)[C:9]2[C:4](=[CH:5][CH:6]=[CH:7][CH:8]=2)[N:3]1[CH2:22][CH2:23][CH:24]1[CH2:29][CH2:28][CH2:27][NH:26][CH2:25]1. The yield is 0.600.